Dataset: Full USPTO retrosynthesis dataset with 1.9M reactions from patents (1976-2016). Task: Predict the reactants needed to synthesize the given product. (1) Given the product [F:1][C:2]1[CH:3]=[C:4]2[C:9](=[CH:10][CH:11]=1)[N:8]=[C:7]([NH:12][C@H:13]1[CH2:17][CH2:16][C@H:15]([NH:18][CH2:30][C:22]3[N:21]([CH3:20])[C:29]4[C:24]([CH:23]=3)=[CH:25][CH:26]=[CH:27][CH:28]=4)[CH2:14]1)[CH:6]=[C:5]2[CH3:19], predict the reactants needed to synthesize it. The reactants are: [F:1][C:2]1[CH:3]=[C:4]2[C:9](=[CH:10][CH:11]=1)[N:8]=[C:7]([NH:12][C@H:13]1[CH2:17][CH2:16][C@H:15]([NH2:18])[CH2:14]1)[CH:6]=[C:5]2[CH3:19].[CH3:20][N:21]1[C:29]2[C:24](=[CH:25][CH:26]=[CH:27][CH:28]=2)[CH:23]=[C:22]1[CH:30]=O.CC(O)=O. (2) Given the product [F:1][C:2]([F:16])([F:15])[C:3]1[CH:4]=[C:5]([CH:8]=[C:9]([C:11]([F:14])([F:13])[F:12])[CH:10]=1)[CH2:6][NH:19][CH2:17][CH3:18], predict the reactants needed to synthesize it. The reactants are: [F:1][C:2]([F:16])([F:15])[C:3]1[CH:4]=[C:5]([CH:8]=[C:9]([C:11]([F:14])([F:13])[F:12])[CH:10]=1)[CH:6]=O.[CH2:17]([NH2:19])[CH3:18].O1CCCC1.[BH4-].[Na+]. (3) Given the product [CH2:12]([NH:19][C:20]([C:22]1[S:26][C:25]([NH:27][C:5](=[O:6])[C:4]2[CH:3]=[C:2]([Cl:1])[CH:10]=[C:9]([Cl:11])[CH:8]=2)=[N:24][C:23]=1[CH3:28])=[O:21])[C:13]1[CH:18]=[CH:17][CH:16]=[CH:15][CH:14]=1, predict the reactants needed to synthesize it. The reactants are: [Cl:1][C:2]1[CH:3]=[C:4]([CH:8]=[C:9]([Cl:11])[CH:10]=1)[C:5](Cl)=[O:6].[CH2:12]([NH:19][C:20]([C:22]1[S:26][C:25]([NH2:27])=[N:24][C:23]=1[CH3:28])=[O:21])[C:13]1[CH:18]=[CH:17][CH:16]=[CH:15][CH:14]=1.